From a dataset of Forward reaction prediction with 1.9M reactions from USPTO patents (1976-2016). Predict the product of the given reaction. (1) Given the reactants [OH:1][CH:2]1[CH2:5][C:4]([C:8]2[CH:9]=[N:10][CH:11]=[C:12]([C:14]([F:17])([F:16])[F:15])[CH:13]=2)([C:6]#[N:7])[CH2:3]1.CC(OI1(OC(C)=O)(OC(C)=O)OC(=O)C2C=CC=CC1=2)=O.[O-]S([O-])(=S)=O.[Na+].[Na+], predict the reaction product. The product is: [O:1]=[C:2]1[CH2:3][C:4]([C:8]2[CH:9]=[N:10][CH:11]=[C:12]([C:14]([F:17])([F:15])[F:16])[CH:13]=2)([C:6]#[N:7])[CH2:5]1. (2) Given the reactants [C:1]([C@@H:3]1[CH2:7][CH2:6][C@H:5]([C:8]#[CH:9])[N:4]1[C:10]([O:12]C(C)(C)C)=O)#[N:2].C1(C)C=CC(S(O)(=O)=O)=CC=1.C(=O)=O.C(N(CC)C(C)C)(C)C.[Cl:40][CH2:41]C(Cl)=O.C(OC(C)C)(=O)C.OP([O-])([O-])=O.[K+].[K+], predict the reaction product. The product is: [Cl:40][CH2:41][C:10]([N:4]1[C@@H:5]([C:8]#[CH:9])[CH2:6][CH2:7][C@H:3]1[C:1]#[N:2])=[O:12]. (3) Given the reactants [C@H:1]12[CH2:8][CH2:7][CH2:6][C@H:5]1[CH2:4][NH:3][C@@H:2]2[CH2:9][NH:10][C:11]([C:13]1[C:17]2[CH:18]=[CH:19][CH:20]=[CH:21][C:16]=2[O:15][N:14]=1)=[O:12].[CH3:22][C:23]1[S:24][C:25]([C:31]2[CH:32]=[C:33]([CH3:37])[CH:34]=[CH:35][CH:36]=2)=[C:26]([C:28](O)=[O:29])[N:27]=1, predict the reaction product. The product is: [CH3:22][C:23]1[S:24][C:25]([C:31]2[CH:32]=[C:33]([CH3:37])[CH:34]=[CH:35][CH:36]=2)=[C:26]([C:28]([N:3]2[CH2:4][C@H:5]3[C@H:1]([CH2:8][CH2:7][CH2:6]3)[C@H:2]2[CH2:9][NH:10][C:11]([C:13]2[C:17]3[CH:18]=[CH:19][CH:20]=[CH:21][C:16]=3[O:15][N:14]=2)=[O:12])=[O:29])[N:27]=1. (4) The product is: [Cl:42][C:33]1[C:12]([C:9]2[CH:10]=[CH:11][C:6]([C:3]3[NH:2][N:1]=[CH:5][CH:4]=3)=[CH:7][CH:8]=2)=[CH:13][C:14]2[N:18]=[C:17]([O:19][CH2:20][C:21]([OH:23])=[O:22])[NH:16][C:15]=2[CH:32]=1. Given the reactants [N:1]1[NH:2][C:3]([C:6]2[CH:11]=[CH:10][C:9]([C:12]3[CH:33]=[CH:32][C:15]4[N:16](COCC[Si](C)(C)C)[C:17]([O:19][CH2:20][C:21]([OH:23])=[O:22])=[N:18][C:14]=4[CH:13]=3)=[CH:8][CH:7]=2)=[CH:4][CH:5]=1.[H-].[Na+].COC(=O)CO.[Cl:42]C1C(C2C=CC(C3NN=CC=3)=CC=2)=CC2N=C(S(C)(=O)=O)N(COCC[Si](C)(C)C)C=2C=1, predict the reaction product. (5) Given the reactants [Cl:1][C:2]1[CH:7]=[CH:6][C:5]([O:8]C)=[CH:4][C:3]=1[C:10]1[CH:35]=[C:34]([CH3:36])[C:13]2[N:14]=[C:15]([NH:18][C:19]3[CH:20]=[C:21]([S:25]([NH:28][CH2:29][CH2:30][N:31]([CH3:33])[CH3:32])(=[O:27])=[O:26])[CH:22]=[CH:23][CH:24]=3)[N:16]=[N:17][C:12]=2[CH:11]=1.B(Br)(Br)Br, predict the reaction product. The product is: [Cl:1][C:2]1[CH:7]=[CH:6][C:5]([OH:8])=[CH:4][C:3]=1[C:10]1[CH:35]=[C:34]([CH3:36])[C:13]2[N:14]=[C:15]([NH:18][C:19]3[CH:20]=[C:21]([S:25]([NH:28][CH2:29][CH2:30][N:31]([CH3:33])[CH3:32])(=[O:26])=[O:27])[CH:22]=[CH:23][CH:24]=3)[N:16]=[N:17][C:12]=2[CH:11]=1.